This data is from Full USPTO retrosynthesis dataset with 1.9M reactions from patents (1976-2016). The task is: Predict the reactants needed to synthesize the given product. Given the product [C:28]([CH2:27][CH2:26][CH2:25][CH2:24][CH2:23][N+:6]1[C:7]2[C:3](=[C:2]([F:1])[CH:10]=[C:9]([F:11])[CH:8]=2)[C:4]([CH2:13][CH2:14][CH2:15][CH2:16][S:17]([O-:20])(=[O:19])=[O:18])([CH3:21])[C:5]=1[CH3:12])([OH:30])=[O:29], predict the reactants needed to synthesize it. The reactants are: [F:1][C:2]1[CH:10]=[C:9]([F:11])[CH:8]=[C:7]2[C:3]=1[C:4]([CH3:21])([CH2:13][CH2:14][CH2:15][CH2:16][S:17]([O-:20])(=[O:19])=[O:18])[C:5]([CH3:12])=[N:6]2.Br[CH2:23][CH2:24][CH2:25][CH2:26][CH2:27][C:28]([OH:30])=[O:29].